Dataset: Forward reaction prediction with 1.9M reactions from USPTO patents (1976-2016). Task: Predict the product of the given reaction. (1) Given the reactants Br[CH2:2][C:3]1[CH:10]=[CH:9][C:6]([CH:7]=[O:8])=[CH:5][CH:4]=1.[N-:11]=[N+:12]=[N-:13].[Na+], predict the reaction product. The product is: [N:11]([CH2:2][C:3]1[CH:10]=[CH:9][C:6]([CH:7]=[O:8])=[CH:5][CH:4]=1)=[N+:12]=[N-:13]. (2) Given the reactants [N:1]([CH2:4][C:5]1[N:6]=[C:7]([N:10]2[CH2:13][CH:12]([O:14][Si:15]([C:28]([CH3:31])([CH3:30])[CH3:29])([C:22]3[CH:27]=[CH:26][CH:25]=[CH:24][CH:23]=3)[C:16]3[CH:21]=[CH:20][CH:19]=[CH:18][CH:17]=3)[CH2:11]2)[S:8][CH:9]=1)=[N+]=[N-].[C:32]1([C:37](Cl)=[O:38])[S:36][CH:35]=[CH:34][CH:33]=1.C(N(CC)CC)C, predict the reaction product. The product is: [Si:15]([O:14][CH:12]1[CH2:13][N:10]([C:7]2[S:8][CH:9]=[C:5]([CH2:4][NH:1][C:37]([C:32]3[S:36][CH:35]=[CH:34][CH:33]=3)=[O:38])[N:6]=2)[CH2:11]1)([C:28]([CH3:31])([CH3:30])[CH3:29])([C:22]1[CH:27]=[CH:26][CH:25]=[CH:24][CH:23]=1)[C:16]1[CH:21]=[CH:20][CH:19]=[CH:18][CH:17]=1. (3) Given the reactants Br[C:2]1[CH:11]=[CH:10][C:9]2[C:4](=[CH:5][CH:6]=[CH:7][CH:8]=2)[N:3]=1.N#N.[C:14]([C:16]1[CH:21]=[CH:20][C:19]([C:22]2[C:23]([C:27]3[CH:32]=[CH:31][N:30]=[CH:29][CH:28]=3)=[N:24][NH:25][CH:26]=2)=[CH:18][CH:17]=1)#[CH:15], predict the reaction product. The product is: [N:30]1[CH:29]=[CH:28][C:27]([C:23]2[C:22]([C:19]3[CH:20]=[CH:21][C:16]([C:14]#[C:15][C:2]4[CH:11]=[CH:10][C:9]5[C:4](=[CH:5][CH:6]=[CH:7][CH:8]=5)[N:3]=4)=[CH:17][CH:18]=3)=[CH:26][NH:25][N:24]=2)=[CH:32][CH:31]=1. (4) The product is: [Br:1][C:2]1[N:7]=[CH:6][C:5]2[N:8]=[C:9]([C:17](=[N:20][OH:21])[C:18]#[N:19])[N:10]([C:11]3[CH:16]=[CH:15][CH:14]=[CH:13][CH:12]=3)[C:4]=2[CH:3]=1. Given the reactants [Br:1][C:2]1[N:7]=[CH:6][C:5]2[N:8]=[C:9]([CH2:17][C:18]#[N:19])[N:10]([C:11]3[CH:16]=[CH:15][CH:14]=[CH:13][CH:12]=3)[C:4]=2[CH:3]=1.[N:20]([O-])=[O:21].[Na+], predict the reaction product. (5) Given the reactants [CH2:1]=[CH:2][CH2:3][CH2:4][CH2:5][CH2:6]CC.[C:9]1([CH:15]([CH3:18])[CH:16]=[CH2:17])[CH:14]=[CH:13][CH:12]=[CH:11][CH:10]=1, predict the reaction product. The product is: [C:9]1([CH:15]([CH:16]=[CH:17][CH2:1][CH2:2][CH2:3][CH2:4][CH2:5][CH3:6])[CH3:18])[CH:14]=[CH:13][CH:12]=[CH:11][CH:10]=1.